Predict the reaction yield, written as a fraction of the theoretical maximum amount of product (1.0 means a 100% yield; for example, 0.34 means a 34% yield). From a dataset of Reaction yield outcomes from USPTO patents with 853,638 reactions. (1) The reactants are Br[C:2]1[CH:3]=[CH:4][C:5]([O:10][CH:11]([CH3:13])[CH3:12])=[C:6]([CH:9]=1)[C:7]#[N:8].[CH3:14][C:15]1([CH3:31])[C:19]([CH3:21])([CH3:20])[O:18][B:17]([B:17]2[O:18][C:19]([CH3:21])([CH3:20])[C:15]([CH3:31])([CH3:14])[O:16]2)[O:16]1.C([O-])(=O)C.[K+].C(Cl)Cl. The catalyst is O1CCOCC1. The product is [CH:11]([O:10][C:5]1[CH:4]=[CH:3][C:2]([B:17]2[O:18][C:19]([CH3:21])([CH3:20])[C:15]([CH3:31])([CH3:14])[O:16]2)=[CH:9][C:6]=1[C:7]#[N:8])([CH3:13])[CH3:12]. The yield is 0.130. (2) The reactants are [NH2:1][C:2]1[CH:7]=[CH:6][CH:5]=[C:4]([NH2:8])[N:3]=1.[Cl:9][C:10]1[CH:15]=[C:14](Cl)[N:13]=[CH:12][N:11]=1. The catalyst is C(O)CCC. The product is [Cl:9][C:10]1[N:11]=[CH:12][N:13]=[C:14]([NH:1][C:2]2[CH:7]=[CH:6][CH:5]=[C:4]([NH2:8])[N:3]=2)[CH:15]=1. The yield is 0.360. (3) The product is [CH:11]1([C:8]2[S:9][CH:10]=[C:6]([C:4]([OH:5])=[O:3])[N:7]=2)[CH2:12][CH2:13][CH2:14][CH2:15][CH2:16]1. The catalyst is O. The reactants are C([O:3][C:4]([C:6]1[N:7]=[C:8]([CH:11]2[CH2:16][CH2:15][CH2:14][CH2:13][CH2:12]2)[S:9][CH:10]=1)=[O:5])C.[Li+].[OH-]. The yield is 0.830. (4) The reactants are Cl[C:2]1[CH:3]=[C:4](Cl)[C:5]2[N:6]([C:8]([C:11]([NH:13][C:14]3[CH:19]=[CH:18][N:17]=[C:16]([F:20])[CH:15]=3)=[O:12])=[CH:9][N:10]=2)[N:7]=1.BrC1C2N(C(C(NC3C=CN=C(F)C=3)=O)=CN=2)N=C(Cl)C=1.CCN(C(C)C)C(C)C.[CH:52]1([NH2:55])[CH2:54][CH2:53]1.[NH2:56][C@H:57]1[CH2:62][CH2:61][C@H:60]([OH:63])[CH2:59][CH2:58]1. The catalyst is C1COCC1. The product is [CH:52]1([NH:55][C:4]2[C:5]3[N:6]([C:8]([C:11]([NH:13][C:14]4[CH:19]=[CH:18][N:17]=[C:16]([F:20])[CH:15]=4)=[O:12])=[CH:9][N:10]=3)[N:7]=[C:2]([NH:56][C@H:57]3[CH2:62][CH2:61][C@H:60]([OH:63])[CH2:59][CH2:58]3)[CH:3]=2)[CH2:54][CH2:53]1. The yield is 0.229. (5) The reactants are C(OC([N:8]1[CH:17]([C:18](=[O:52])[NH:19][CH:20]([C:45]2[CH:50]=[CH:49][C:48](Cl)=CC=2)[C:21]([N:23]2[CH2:28][CH2:27][CH:26]([C:29]3[C:38]4[CH2:37][CH:36]([N:39]5[CH2:44][CH2:43][O:42][CH2:41][CH2:40]5)[CH2:35][CH2:34][C:33]=4[CH:32]=[CH:31][CH:30]=3)[CH2:25][CH2:24]2)=[O:22])[CH2:16][C:15]2[C:10](=[CH:11][CH:12]=[CH:13][CH:14]=2)[CH2:9]1)=O)(C)(C)C.[C:53](O)([C:55](F)(F)F)=O.[CH2:60]([Cl:62])Cl. No catalyst specified. The product is [Cl:62][C:60]1[CH:48]=[CH:49][C:50]([CH2:45][CH:20]([NH:19][C:18]([CH:17]2[CH2:16][C:15]3[C:10](=[CH:11][CH:12]=[CH:13][CH:14]=3)[CH2:9][NH:8]2)=[O:52])[C:21]([N:23]2[CH2:24][CH2:25][CH:26]([C:29]3[C:38]4[CH2:37][CH:36]([N:39]5[CH2:44][CH2:43][O:42][CH2:41][CH2:40]5)[CH2:35][CH2:34][C:33]=4[CH:32]=[CH:31][CH:30]=3)[CH2:27][CH2:28]2)=[O:22])=[CH:55][CH:53]=1. The yield is 0.940. (6) The reactants are [C:1]([O:5][C:6]([NH:8][C:9](=[N:15][C:16](=[O:22])[O:17][C:18]([CH3:21])([CH3:20])[CH3:19])[N:10]1[CH:14]=[CH:13][CH:12]=[N:11]1)=[O:7])([CH3:4])([CH3:3])[CH3:2].[C:23]([O:27][C:28](=[O:34])[NH:29][CH2:30][CH2:31][CH2:32]O)([CH3:26])([CH3:25])[CH3:24].C1(P(C2C=CC=CC=2)C2C=CC=CC=2)C=CC=CC=1.CC(OC(/N=N/C(OC(C)C)=O)=O)C. The catalyst is C1COCC1. The product is [C:23]([O:27][C:28]([NH:29][CH2:30][CH2:31][CH2:32][N:15]([C:9](=[N:8][C:6]([O:5][C:1]([CH3:4])([CH3:3])[CH3:2])=[O:7])[N:10]1[CH:14]=[CH:13][CH:12]=[N:11]1)[C:16](=[O:22])[O:17][C:18]([CH3:21])([CH3:20])[CH3:19])=[O:34])([CH3:26])([CH3:25])[CH3:24]. The yield is 0.800. (7) The reactants are [CH2:1]([N:8]1[C:12]([C:13]2[CH:18]=[CH:17][C:16]([C:19]([CH3:22])([CH3:21])[CH3:20])=[CH:15][CH:14]=2)=[C:11]([OH:23])[C:10]([C:24](=[N:26][NH:27][C:28]([C:30]2[CH:39]=[CH:38][C:33]([C:34]([O:36]C)=[O:35])=[CH:32][CH:31]=2)=[O:29])[CH3:25])=[N:9]1)[C:2]1[CH:7]=[CH:6][CH:5]=[CH:4][CH:3]=1.CO.[OH-].[Na+].Cl. The catalyst is O. The product is [CH2:1]([N:8]1[C:12]([C:13]2[CH:14]=[CH:15][C:16]([C:19]([CH3:22])([CH3:20])[CH3:21])=[CH:17][CH:18]=2)=[C:11]([OH:23])[C:10]([C:24](=[N:26][NH:27][C:28]([C:30]2[CH:39]=[CH:38][C:33]([C:34]([OH:36])=[O:35])=[CH:32][CH:31]=2)=[O:29])[CH3:25])=[N:9]1)[C:2]1[CH:3]=[CH:4][CH:5]=[CH:6][CH:7]=1. The yield is 0.690. (8) The reactants are [NH2:1][C:2]1[C:3]([O:13][CH:14]([CH3:16])[CH3:15])=[CH:4][C:5]([Cl:12])=[C:6]([CH:11]=1)[C:7]([O:9][CH3:10])=[O:8].[N:17]([O-])=O.[Na+].[Sn](Cl)Cl. The catalyst is Cl.O. The product is [Cl:12][C:5]1[CH:4]=[C:3]([O:13][CH:14]([CH3:16])[CH3:15])[C:2]([NH:1][NH2:17])=[CH:11][C:6]=1[C:7]([O:9][CH3:10])=[O:8]. The yield is 0.810.